Dataset: Catalyst prediction with 721,799 reactions and 888 catalyst types from USPTO. Task: Predict which catalyst facilitates the given reaction. (1) Reactant: ClC(OCC)=O.[CH2:7]([O:9][C:10]([C:12]1[S:13][C:14]([C:17]([OH:19])=O)=[CH:15][N:16]=1)=[O:11])[CH3:8].[N-:20]=[N+:21]=[N-:22].[Na+]. Product: [N:20]([C:17]([C:14]1[S:13][C:12]([C:10]([O:9][CH2:7][CH3:8])=[O:11])=[N:16][CH:15]=1)=[O:19])=[N+:21]=[N-:22]. The catalyst class is: 95. (2) Reactant: [C:1]([O:5][C:6]([NH:8][C@H:9]1[CH2:13][CH2:12][C@H:11]([C:14]([OH:16])=[O:15])[CH2:10]1)=[O:7])([CH3:4])([CH3:3])[CH3:2].C1C=CC2N(O)N=NC=2C=1.C(Cl)CCl.O/[N:32]=[C:33](\[NH2:42])/[CH2:34][C:35]1[CH:40]=[CH:39][C:38]([CH3:41])=[CH:37][CH:36]=1.C(=O)(O)[O-].[Na+]. Product: [NH2:42]/[C:33](=[N:32]\[O:15][C:14]([C@H:11]1[CH2:12][CH2:13][C@H:9]([NH:8][C:6](=[O:7])[O:5][C:1]([CH3:4])([CH3:2])[CH3:3])[CH2:10]1)=[O:16])/[CH2:34][C:35]1[CH:40]=[CH:39][C:38]([CH3:41])=[CH:37][CH:36]=1. The catalyst class is: 2. (3) Reactant: C([O:3][C:4](=[O:29])[CH2:5][CH:6]1[S:10][C:9]([C:11]2[NH:12][C:13]3[C:18]([CH:19]=2)=[CH:17][CH:16]=[CH:15][C:14]=3[NH:20][S:21]([C:24]2[S:25][CH:26]=[CH:27][CH:28]=2)(=[O:23])=[O:22])=[N:8][CH2:7]1)C.[OH-].[K+].Cl. Product: [S:25]1[CH:26]=[CH:27][CH:28]=[C:24]1[S:21]([NH:20][C:14]1[CH:15]=[CH:16][CH:17]=[C:18]2[C:13]=1[NH:12][C:11]([C:9]1[S:10][CH:6]([CH2:5][C:4]([OH:29])=[O:3])[CH2:7][N:8]=1)=[CH:19]2)(=[O:23])=[O:22]. The catalyst class is: 83.